Task: Regression. Given two drug SMILES strings and cell line genomic features, predict the synergy score measuring deviation from expected non-interaction effect.. Dataset: NCI-60 drug combinations with 297,098 pairs across 59 cell lines Cell line: HCT116. Synergy scores: CSS=42.9, Synergy_ZIP=-1.96, Synergy_Bliss=0.137, Synergy_Loewe=-13.8, Synergy_HSA=0.875. Drug 2: CS(=O)(=O)OCCCCOS(=O)(=O)C. Drug 1: CC12CCC3C(C1CCC2=O)CC(=C)C4=CC(=O)C=CC34C.